Task: Predict the product of the given reaction.. Dataset: Forward reaction prediction with 1.9M reactions from USPTO patents (1976-2016) Given the reactants Cl.[CH2:2]([O:4][C:5](=[O:8])[CH2:6][NH2:7])[CH3:3].[S:9]([Cl:13])(Cl)(=[O:11])=[O:10].[CH3:14]C#N, predict the reaction product. The product is: [CH2:2]([O:4][C:5](=[O:8])[CH:6]([NH:7][S:9]([Cl:13])(=[O:11])=[O:10])[CH3:14])[CH3:3].